This data is from Full USPTO retrosynthesis dataset with 1.9M reactions from patents (1976-2016). The task is: Predict the reactants needed to synthesize the given product. (1) Given the product [CH3:11][C:12]1[N:16]([C:17]2[CH:22]=[CH:21][CH:20]=[CH:19][N:18]=2)[N:15]=[CH:14][C:13]=1[CH:23]=[O:24], predict the reactants needed to synthesize it. The reactants are: CS(C)=O.C(Cl)(=O)C(Cl)=O.[CH3:11][C:12]1[N:16]([C:17]2[CH:22]=[CH:21][CH:20]=[CH:19][N:18]=2)[N:15]=[CH:14][C:13]=1[CH2:23][OH:24].C(N(CC)CC)C. (2) Given the product [C:3]([CH:2]([NH:1][C:16]([N:33]1[CH2:32][CH:31]2[CH2:35][CH:27]([CH2:28][N:29]([CH2:36][CH:37]([OH:48])[CH2:38][O:39][C:40]3[CH:41]=[CH:42][C:43]([C:44]#[N:45])=[CH:46][CH:47]=3)[CH2:30]2)[CH2:34]1)=[O:18])[CH3:5])#[N:4], predict the reactants needed to synthesize it. The reactants are: [NH2:1][CH:2]([CH3:5])[C:3]#[N:4].C(N(C(C)C)C(C)C)C.Cl[C:16](Cl)([O:18]C(=O)OC(Cl)(Cl)Cl)Cl.[CH:27]12[CH2:35][CH:31]([CH2:32][NH:33][CH2:34]1)[CH2:30][N:29]([CH2:36][CH:37]([OH:48])[CH2:38][O:39][C:40]1[CH:47]=[CH:46][C:43]([C:44]#[N:45])=[CH:42][CH:41]=1)[CH2:28]2. (3) The reactants are: [CH3:1][CH:2](O)C.C([O-])=O.[NH4+].[CH3:9][O:10][C:11]1[C:20]([N+:21]([O-])=O)=[CH:19][CH:18]=[CH:17][C:12]=1[C:13]([O:15][CH3:16])=[O:14].C(=O)C. Given the product [CH2:1]([NH:21][C:20]1[C:11]([O:10][CH3:9])=[C:12]([CH:17]=[CH:18][CH:19]=1)[C:13]([O:15][CH3:16])=[O:14])[CH3:2], predict the reactants needed to synthesize it.